From a dataset of Reaction yield outcomes from USPTO patents with 853,638 reactions. Predict the reaction yield, written as a fraction of the theoretical maximum amount of product (1.0 means a 100% yield; for example, 0.34 means a 34% yield). The reactants are Br[C:2]1[CH:3]=[C:4]([NH:10][C:11]2[CH:15]=[C:14]([CH3:16])[N:13]([CH3:17])[N:12]=2)[C:5](=[O:9])[N:6]([CH3:8])[CH:7]=1.[C:18]([O:21][CH2:22][C:23]1[C:28](B2OC(C)(C)C(C)(C)O2)=[CH:27][CH:26]=[CH:25][C:24]=1[N:38]1[CH2:50][CH2:49][N:41]2[C:42]3[CH2:43][CH2:44][CH2:45][CH2:46][C:47]=3[CH:48]=[C:40]2[C:39]1=[O:51])(=[O:20])[CH3:19].CC(O[Na])=O.[O-]P([O-])([O-])=O.[K+].[K+].[K+]. The catalyst is CC#N.Cl[Pd]Cl.O. The product is [C:18]([O:21][CH2:22][C:23]1[C:24]([N:38]2[CH2:50][CH2:49][N:41]3[C:42]4[CH2:43][CH2:44][CH2:45][CH2:46][C:47]=4[CH:48]=[C:40]3[C:39]2=[O:51])=[CH:25][CH:26]=[CH:27][C:28]=1[C:2]1[CH:3]=[C:4]([NH:10][C:11]2[CH:15]=[C:14]([CH3:16])[N:13]([CH3:17])[N:12]=2)[C:5](=[O:9])[N:6]([CH3:8])[CH:7]=1)(=[O:20])[CH3:19]. The yield is 0.210.